This data is from Forward reaction prediction with 1.9M reactions from USPTO patents (1976-2016). The task is: Predict the product of the given reaction. (1) Given the reactants [NH:1]1[C:9]2[C:4](=[CH:5][C:6]([NH:10][C:11]3[C:12]4[C:19]5[CH2:20][CH2:21][CH:22]([C:24]([OH:26])=O)[CH2:23][C:18]=5[S:17][C:13]=4[N:14]=[CH:15][N:16]=3)=[CH:7][CH:8]=2)[CH:3]=[N:2]1.[NH2:27][C:28]1[CH:33]=[CH:32][CH:31]=[CH:30][CH:29]=1.C(N(CC)C(C)C)(C)C.C(P1(=O)OP(CCC)(=O)OP(CCC)(=O)O1)CC.C(P(OP(CCC)=O)=O)CC.C(NC(C)C)(C)C, predict the reaction product. The product is: [NH:1]1[C:9]2[C:4](=[CH:5][C:6]([NH:10][C:11]3[C:12]4[C:19]5[CH2:20][CH2:21][CH:22]([C:24]([NH:27][C:28]6[CH:33]=[CH:32][CH:31]=[CH:30][CH:29]=6)=[O:26])[CH2:23][C:18]=5[S:17][C:13]=4[N:14]=[CH:15][N:16]=3)=[CH:7][CH:8]=2)[CH:3]=[N:2]1. (2) The product is: [CH3:21][O:1][C:2]1[CH:11]=[CH:10][C:5]2[C:6](=[O:9])[CH2:7][O:8][C:4]=2[C:3]=1[CH2:12][N:13]1[CH2:18][CH2:17][O:16][CH2:15][CH2:14]1. Given the reactants [OH:1][C:2]1[CH:11]=[CH:10][C:5]2[C:6](=[O:9])[CH2:7][O:8][C:4]=2[C:3]=1[CH2:12][N:13]1[CH2:18][CH2:17][O:16][CH2:15][CH2:14]1.CO.[C:21]1(P(C2C=CC=CC=2)C2C=CC=CC=2)C=CC=CC=1.N(C(OCC)=O)=NC(OCC)=O.C1(C)C=CC=CC=1, predict the reaction product.